This data is from Reaction yield outcomes from USPTO patents with 853,638 reactions. The task is: Predict the reaction yield, written as a fraction of the theoretical maximum amount of product (1.0 means a 100% yield; for example, 0.34 means a 34% yield). (1) The reactants are [F:1][C:2]1[CH:3]=[C:4]([C:10]2[O:11][C:12]3[C:17]([C:18](=[O:20])[CH:19]=2)=[CH:16][CH:15]=[CH:14][CH:13]=3)[CH:5]=[CH:6][C:7]=1[O:8]C.CC(O)=O. The catalyst is O. The product is [F:1][C:2]1[CH:3]=[C:4]([C:10]2[O:11][C:12]3[C:17]([C:18](=[O:20])[CH:19]=2)=[CH:16][CH:15]=[CH:14][CH:13]=3)[CH:5]=[CH:6][C:7]=1[OH:8]. The yield is 0.720. (2) The reactants are S[C:2]1[N:3]=[C:4]([OH:12])[C:5]2[C@H:10]([CH3:11])[CH2:9][CH2:8][C:6]=2[N:7]=1.[NH4+].[OH-]. The catalyst is O.[Ni]. The product is [CH3:11][C@H:10]1[C:5]2[C:4]([OH:12])=[N:3][CH:2]=[N:7][C:6]=2[CH2:8][CH2:9]1. The yield is 0.990. (3) The reactants are [O:1]1[C:5]2[CH:6]=[CH:7][C:8]([CH2:10][C:11](=[N:13][NH:14][C:15](=[S:17])[NH2:16])[CH3:12])=[CH:9][C:4]=2[O:3][CH2:2]1.Br[CH2:19][C:20]([C:22]1[CH:27]=[CH:26][C:25]([O:28][CH3:29])=[CH:24][CH:23]=1)=O. The catalyst is C1COCC1. The product is [O:1]1[C:5]2[CH:6]=[CH:7][C:8]([CH2:10][C:11](=[N:13][NH:14][C:15]3[S:17][CH:19]=[C:20]([C:22]4[CH:27]=[CH:26][C:25]([O:28][CH3:29])=[CH:24][CH:23]=4)[N:16]=3)[CH3:12])=[CH:9][C:4]=2[O:3][CH2:2]1. The yield is 0.860.